This data is from Full USPTO retrosynthesis dataset with 1.9M reactions from patents (1976-2016). The task is: Predict the reactants needed to synthesize the given product. Given the product [C:19]([NH:18][C:16]1[S:17][C:13]2[CH:12]=[CH:11][CH:10]=[C:9]([O:8][C:6]3[CH:5]=[C:4]([C:22]4[CH:27]=[CH:26][C:25]([C:28]([F:31])([F:30])[F:29])=[CH:24][CH:23]=4)[N:3]=[C:2]([C:40]4[CH2:45][CH2:44][N:43]([C:46]([O:48][C:49]([CH3:52])([CH3:51])[CH3:50])=[O:47])[CH2:42][CH:41]=4)[N:7]=3)[C:14]=2[N:15]=1)(=[O:21])[CH3:20], predict the reactants needed to synthesize it. The reactants are: Cl[C:2]1[N:7]=[C:6]([O:8][C:9]2[C:14]3[N:15]=[C:16]([NH:18][C:19](=[O:21])[CH3:20])[S:17][C:13]=3[CH:12]=[CH:11][CH:10]=2)[CH:5]=[C:4]([C:22]2[CH:27]=[CH:26][C:25]([C:28]([F:31])([F:30])[F:29])=[CH:24][CH:23]=2)[N:3]=1.CC1(C)C(C)(C)OB([C:40]2[CH2:45][CH2:44][N:43]([C:46]([O:48][C:49]([CH3:52])([CH3:51])[CH3:50])=[O:47])[CH2:42][CH:41]=2)O1.C([O-])([O-])=O.[Na+].[Na+].O.C(COC)OC.